Dataset: Peptide-MHC class I binding affinity with 185,985 pairs from IEDB/IMGT. Task: Regression. Given a peptide amino acid sequence and an MHC pseudo amino acid sequence, predict their binding affinity value. This is MHC class I binding data. (1) The peptide sequence is NSDPNTPDK. The MHC is HLA-B07:02 with pseudo-sequence HLA-B07:02. The binding affinity (normalized) is 0.0847. (2) The peptide sequence is SSVREVFYF. The MHC is HLA-B15:03 with pseudo-sequence HLA-B15:03. The binding affinity (normalized) is 0.555. (3) The peptide sequence is AFFSDLVKF. The MHC is HLA-B44:02 with pseudo-sequence HLA-B44:02. The binding affinity (normalized) is 0.213.